This data is from Catalyst prediction with 721,799 reactions and 888 catalyst types from USPTO. The task is: Predict which catalyst facilitates the given reaction. (1) Reactant: C[N:2]([CH:4]=[C:5]1[CH2:11][CH2:10][CH2:9][C:8]2[CH:12]=[C:13]([N:16]3[CH2:20][C@H:19]([CH2:21][O:22][C:23]4[CH:28]=[CH:27][CH:26]=[CH:25][N:24]=4)[O:18][C:17]3=[O:29])[CH:14]=[CH:15][C:7]=2[C:6]1=[O:30])C.NOS(O)(=O)=O.C(=O)(O)[O-].[Na+].C(OCC)(=O)C. Product: [O:30]1[C:6]2[C:7]3[CH:15]=[CH:14][C:13]([N:16]4[CH2:20][C@H:19]([CH2:21][O:22][C:23]5[CH:28]=[CH:27][CH:26]=[CH:25][N:24]=5)[O:18][C:17]4=[O:29])=[CH:12][C:8]=3[CH2:9][CH2:10][CH2:11][C:5]=2[CH:4]=[N:2]1. The catalyst class is: 5. (2) The catalyst class is: 4. Product: [C:7]([C:6]1[C:2](/[N:1]=[CH:14]/[N:15]([CH3:17])[CH3:16])=[C:3]([C:9]([O:11][CH2:12][CH3:13])=[O:10])[NH:4][CH:5]=1)#[N:8]. Reactant: [NH2:1][C:2]1[C:6]([C:7]#[N:8])=[CH:5][NH:4][C:3]=1[C:9]([O:11][CH2:12][CH3:13])=[O:10].[CH3:14][N:15]([CH:17](OC)OC)[CH3:16]. (3) Reactant: S(O)(O)(=O)=O.[NH2:6][CH2:7][C:8]#[N:9].[CH2:10]([N:17]=[C:18]=[O:19])[C:11]1[CH:16]=[CH:15][CH:14]=[CH:13][CH:12]=1.C(N(CC)C(C)C)(C)C. Product: [CH2:10]([NH:17][C:18]([NH:9][CH2:8][C:7]#[N:6])=[O:19])[C:11]1[CH:16]=[CH:15][CH:14]=[CH:13][CH:12]=1. The catalyst class is: 7. (4) Reactant: CC(C)([O-])C.[Na+].[C:7]([NH:15][C:16]1[CH:28]=[C:27](I)[CH:26]=[CH:25][C:17]=1[C:18]([O:20][C:21]([CH3:24])([CH3:23])[CH3:22])=[O:19])(=[O:14])[C:8]1[CH:13]=[CH:12][CH:11]=[CH:10][CH:9]=1.[C:30]1([CH2:36][CH2:37][CH2:38][NH2:39])[CH:35]=[CH:34][CH:33]=[CH:32][CH:31]=1.C1(P(C2C=CC=CC=2)C2C=CC3C(=CC=CC=3)C=2C2C3C(=CC=CC=3)C=CC=2P(C2C=CC=CC=2)C2C=CC=CC=2)C=CC=CC=1. Product: [C:7]([NH:15][C:16]1[CH:28]=[C:27]([NH:39][CH2:38][CH2:37][CH2:36][C:30]2[CH:35]=[CH:34][CH:33]=[CH:32][CH:31]=2)[CH:26]=[CH:25][C:17]=1[C:18]([O:20][C:21]([CH3:24])([CH3:23])[CH3:22])=[O:19])(=[O:14])[C:8]1[CH:13]=[CH:12][CH:11]=[CH:10][CH:9]=1. The catalyst class is: 187.